This data is from NCI-60 drug combinations with 297,098 pairs across 59 cell lines. The task is: Regression. Given two drug SMILES strings and cell line genomic features, predict the synergy score measuring deviation from expected non-interaction effect. Drug 1: CN1CCC(CC1)COC2=C(C=C3C(=C2)N=CN=C3NC4=C(C=C(C=C4)Br)F)OC. Drug 2: C1CCC(C1)C(CC#N)N2C=C(C=N2)C3=C4C=CNC4=NC=N3. Cell line: PC-3. Synergy scores: CSS=-1.25, Synergy_ZIP=-2.32, Synergy_Bliss=-0.840, Synergy_Loewe=-11.2, Synergy_HSA=-2.40.